This data is from Catalyst prediction with 721,799 reactions and 888 catalyst types from USPTO. The task is: Predict which catalyst facilitates the given reaction. (1) Reactant: Cl.[NH2:2][CH2:3][C:4]1[CH:24]=[CH:23][C:7]([C:8]([NH:10][CH2:11][CH2:12][CH2:13][CH2:14][CH2:15][CH2:16][CH2:17][CH2:18][CH2:19][CH2:20][CH2:21][CH3:22])=[O:9])=[CH:6][CH:5]=1. Product: [NH2:2][CH2:3][C:4]1[CH:5]=[CH:6][C:7]([C:8]([NH:10][CH2:11][CH2:12][CH2:13][CH2:14][CH2:15][CH2:16][CH2:17][CH2:18][CH2:19][CH2:20][CH2:21][CH3:22])=[O:9])=[CH:23][CH:24]=1. The catalyst class is: 25. (2) Reactant: [CH2:1]([NH2:4])[CH2:2][CH3:3].[Br:5][C:6]1[N:7]=[C:8]([C:15]([C:17]2[CH:18]=[CH:19][C:20]3[N:25]=[C:24]([CH3:26])[O:23][C:22](=O)[C:21]=3[CH:28]=2)=[O:16])[N:9]2[CH:14]=[CH:13][CH:12]=[CH:11][C:10]=12.C(=O)([O-])[O-].[Na+].[Na+]. Product: [Br:5][C:6]1[N:7]=[C:8]([C:15]([C:17]2[CH:28]=[C:21]3[C:20](=[CH:19][CH:18]=2)[N:25]=[C:24]([CH3:26])[N:4]([CH2:1][CH2:2][CH3:3])[C:22]3=[O:23])=[O:16])[N:9]2[CH:14]=[CH:13][CH:12]=[CH:11][C:10]=12. The catalyst class is: 15. (3) Reactant: [CH2:1]([N:4]1[C@H:9]([CH3:10])[CH2:8][N:7]([C@H:11]([C:19]2[CH:31]=[CH:30][C:22]([C:23]([N:25]([CH2:28][CH3:29])[CH2:26][CH3:27])=[O:24])=[CH:21][CH:20]=2)[C:12]2[CH:17]=[CH:16][CH:15]=[C:14]([OH:18])[CH:13]=2)[C@@H:6]([CH3:32])[CH2:5]1)[CH:2]=[CH2:3].C(N(CC)CC)C.C1C=CC(N([S:47]([C:50]([F:53])([F:52])[F:51])(=[O:49])=[O:48])[S:47]([C:50]([F:53])([F:52])[F:51])(=[O:49])=[O:48])=CC=1. Product: [CH2:1]([N:4]1[C@H:9]([CH3:10])[CH2:8][N:7]([C@H:11]([C:19]2[CH:20]=[CH:21][C:22]([C:23]([N:25]([CH2:26][CH3:27])[CH2:28][CH3:29])=[O:24])=[CH:30][CH:31]=2)[C:12]2[CH:17]=[CH:16][CH:15]=[C:14]([O:18][S:47]([C:50]([F:53])([F:52])[F:51])(=[O:49])=[O:48])[CH:13]=2)[C@@H:6]([CH3:32])[CH2:5]1)[CH:2]=[CH2:3]. The catalyst class is: 2. (4) Reactant: [CH3:1][S-:2].[Na+].Br[CH2:5][CH2:6][C:7]1[CH:8]=[CH:9][C:10]2[N:11]([N:13]=[C:14]([C:27]3[CH:32]=[CH:31][CH:30]=[CH:29][CH:28]=3)[C:15]=2[CH2:16][C:17]2[N:22]=[C:21]([C:23]([O:25][CH3:26])=[O:24])[CH:20]=[CH:19][CH:18]=2)[CH:12]=1.[Cl-].[NH4+]. Product: [CH3:1][S:2][CH2:5][CH2:6][C:7]1[CH:8]=[CH:9][C:10]2[N:11]([N:13]=[C:14]([C:27]3[CH:32]=[CH:31][CH:30]=[CH:29][CH:28]=3)[C:15]=2[CH2:16][C:17]2[N:22]=[C:21]([C:23]([O:25][CH3:26])=[O:24])[CH:20]=[CH:19][CH:18]=2)[CH:12]=1. The catalyst class is: 5. (5) Reactant: [ClH:1].C(OC(=O)[NH:8][CH:9]1[CH2:12][N:11]([C:13]([C:15]2[N:16]=[C:17]3[C:22]([C:23]([F:26])([F:25])[F:24])=[CH:21][C:20]([C:27]4[CH:31]=[CH:30][O:29][CH:28]=4)=[CH:19][N:18]3[CH:32]=2)=[O:14])[CH2:10]1)(C)(C)C. Product: [ClH:1].[NH2:8][CH:9]1[CH2:10][N:11]([C:13]([C:15]2[N:16]=[C:17]3[C:22]([C:23]([F:25])([F:26])[F:24])=[CH:21][C:20]([C:27]4[CH:31]=[CH:30][O:29][CH:28]=4)=[CH:19][N:18]3[CH:32]=2)=[O:14])[CH2:12]1. The catalyst class is: 12.